This data is from Catalyst prediction with 721,799 reactions and 888 catalyst types from USPTO. The task is: Predict which catalyst facilitates the given reaction. (1) Reactant: [CH3:1][C:2]1([CH3:15])[C:11]2[C:6](=[CH:7][CH:8]=[C:9]([C:12](=[O:14])[CH3:13])[CH:10]=2)[O:5][CH2:4][CH2:3]1.[Br:16]Br.O. Product: [Br:16][CH2:13][C:12]([C:9]1[CH:10]=[C:11]2[C:6](=[CH:7][CH:8]=1)[O:5][CH2:4][CH2:3][C:2]2([CH3:15])[CH3:1])=[O:14]. The catalyst class is: 125. (2) Reactant: [Cl:1][C:2]1[CH:7]=[CH:6][C:5]([NH:8][C:9]2[N:10]=[C:11]([N:16]3[C:20]([CH3:21])=[CH:19][C:18]([CH3:22])=[N:17]3)[C:12]([NH2:15])=[N:13][CH:14]=2)=[CH:4][CH:3]=1.[CH:23](=O)[CH3:24].[Na].C(=O)([O-])O.[Na+]. Product: [Cl:1][C:2]1[CH:3]=[CH:4][C:5]([NH:8][C:9]2[N:10]=[C:11]([N:16]3[C:20]([CH3:21])=[CH:19][C:18]([CH3:22])=[N:17]3)[C:12]([NH:15][CH2:23][CH3:24])=[N:13][CH:14]=2)=[CH:6][CH:7]=1. The catalyst class is: 576. (3) Reactant: [NH2:1][C:2]1[N:10]=[CH:9][CH:8]=[CH:7][C:3]=1[C:4]([OH:6])=O.ON1C2C=CC=CC=2N=N1.CCN=C=NCCCN(C)C.[CH2:32]([O:35][C:36]1[CH:50]=[CH:49][C:39]([O:40][C:41]2[CH:48]=[CH:47][C:44]([CH2:45][NH2:46])=[CH:43][CH:42]=2)=[CH:38][CH:37]=1)[CH2:33][CH3:34].C(=O)(O)[O-].[Na+]. Product: [CH2:32]([O:35][C:36]1[CH:50]=[CH:49][C:39]([O:40][C:41]2[CH:48]=[CH:47][C:44]([CH2:45][NH:46][C:4](=[O:6])[C:3]3[CH:7]=[CH:8][CH:9]=[N:10][C:2]=3[NH2:1])=[CH:43][CH:42]=2)=[CH:38][CH:37]=1)[CH2:33][CH3:34]. The catalyst class is: 3. (4) Reactant: [C:1]([O:4][CH2:5][C:6](=[O:12])[NH:7][CH2:8][C:9](=O)[CH3:10])(=[O:3])[CH3:2]. Product: [C:1]([O:4][CH2:5][C:6]1[O:12][C:9]([CH3:10])=[CH:8][N:7]=1)(=[O:3])[CH3:2]. The catalyst class is: 286.